From a dataset of Full USPTO retrosynthesis dataset with 1.9M reactions from patents (1976-2016). Predict the reactants needed to synthesize the given product. (1) Given the product [F:50][C:49]([F:52])([F:51])[C:47]([OH:53])=[O:48].[N:33]1([C:30]2[N:31]=[CH:32][C:27]([C:17]3[N:16]4[CH:46]=[C:13]([CH2:12][O:11][C:2]5[CH:3]=[CH:4][C:5]6[C:10](=[CH:9][CH:8]=[CH:7][CH:6]=6)[N:1]=5)[N:14]=[C:15]4[C:20]([CH:21]4[CH2:26][CH2:25][O:24][CH2:23][CH2:22]4)=[N:19][CH:18]=3)=[CH:28][CH:29]=2)[CH2:38][CH2:37][NH:36][CH2:35][CH2:34]1, predict the reactants needed to synthesize it. The reactants are: [N:1]1[C:10]2[C:5](=[CH:6][CH:7]=[CH:8][CH:9]=2)[CH:4]=[CH:3][C:2]=1[O:11][CH2:12][C:13]1[N:14]=[C:15]2[C:20]([CH:21]3[CH2:26][CH2:25][O:24][CH2:23][CH2:22]3)=[N:19][CH:18]=[C:17]([C:27]3[CH:28]=[CH:29][C:30]([N:33]4[CH2:38][CH2:37][N:36](C(OC(C)(C)C)=O)[CH2:35][CH2:34]4)=[N:31][CH:32]=3)[N:16]2[CH:46]=1.[C:47]([OH:53])([C:49]([F:52])([F:51])[F:50])=[O:48]. (2) Given the product [Cl:39][C:36]1[CH:35]=[CH:34][C:33]([CH2:32][CH:23]2[C:24]3([CH2:13][C:14]([NH2:15])=[O:41])[C:25]([CH3:28])([CH2:29][O:31]3)[CH2:26][CH2:27]2)=[CH:38][CH:37]=1, predict the reactants needed to synthesize it. The reactants are: ClC1C=CC(CC2[C:13]3([C:14]#[N:15])C(C)(CO3)CC2)=CC=1.COC([C:23]1([CH2:32][C:33]2[CH:38]=[CH:37][C:36]([Cl:39])=[CH:35][CH:34]=2)[CH2:27][CH2:26][C:25]([CH2:29]O)([CH3:28])[C:24]1=[O:31])=O.C[OH:41].[H-].[Na+]. (3) Given the product [C:58]([OH:65])(=[O:64])/[CH:59]=[CH:60]/[C:61]([OH:63])=[O:62].[N:43]12[CH2:48][CH2:47][CH:46]([CH2:45][CH2:44]1)[C@@H:41]([NH:40][C:37]([C:34]1[S:33][C:32]([S:31][C:25]3[CH:26]=[CH:27][CH:28]=[CH:29][CH:30]=3)=[N:36][CH:35]=1)=[O:39])[CH2:42]2, predict the reactants needed to synthesize it. The reactants are: CN(C(ON1N=NC2C=CC=NC1=2)=[N+](C)C)C.F[P-](F)(F)(F)(F)F.[C:25]1([S:31][C:32]2[S:33][C:34]([C:37]([OH:39])=O)=[CH:35][N:36]=2)[CH:30]=[CH:29][CH:28]=[CH:27][CH:26]=1.[NH2:40][C@@H:41]1[CH:46]2[CH2:47][CH2:48][N:43]([CH2:44][CH2:45]2)[CH2:42]1.CCN(C(C)C)C(C)C.[C:58]([OH:65])(=[O:64])/[CH:59]=[CH:60]/[C:61]([OH:63])=[O:62]. (4) Given the product [CH:1]([C:4]1[CH:5]=[C:6]2[C:11](=[CH:12][CH:13]=1)[CH:10]=[C:9]([B:14]([OH:16])[OH:15])[CH:8]=[CH:7]2)([CH3:3])[CH3:2], predict the reactants needed to synthesize it. The reactants are: [C:1]([C:4]1[CH:5]=[C:6]2[C:11](=[CH:12][CH:13]=1)[CH:10]=[C:9]([B:14]([OH:16])[OH:15])[CH:8]=[CH:7]2)([CH3:3])=[CH2:2]. (5) The reactants are: [C:1](Cl)(=[O:3])[CH3:2].[Cl:5][C:6]1[CH:7]=[CH:8][C:9]2[N:15]([CH2:16][C:17]([CH3:21])([CH3:20])[CH2:18][OH:19])[C:14](=[O:22])[C@@H:13]([CH2:23][C:24]([NH:26][C:27]3[CH:28]=[C:29]([CH2:36][CH2:37][C:38]([OH:40])=[O:39])[CH:30]=[CH:31][C:32]=3[O:33][CH2:34][CH3:35])=[O:25])[O:12][C@H:11]([C:41]3[CH:46]=[CH:45][CH:44]=[C:43]([O:47][CH3:48])[C:42]=3[O:49][CH3:50])[C:10]=2[CH:51]=1.N1C=CC=CC=1.C(OCC)(=O)C. Given the product [C:1]([O:19][CH2:18][C:17]([CH3:21])([CH3:20])[CH2:16][N:15]1[C:9]2[CH:8]=[CH:7][C:6]([Cl:5])=[CH:51][C:10]=2[C@@H:11]([C:41]2[CH:46]=[CH:45][CH:44]=[C:43]([O:47][CH3:48])[C:42]=2[O:49][CH3:50])[O:12][C@H:13]([CH2:23][C:24]([NH:26][C:27]2[CH:28]=[C:29]([CH2:36][CH2:37][C:38]([OH:40])=[O:39])[CH:30]=[CH:31][C:32]=2[O:33][CH2:34][CH3:35])=[O:25])[C:14]1=[O:22])(=[O:3])[CH3:2], predict the reactants needed to synthesize it.